Task: Predict the reactants needed to synthesize the given product.. Dataset: Full USPTO retrosynthesis dataset with 1.9M reactions from patents (1976-2016) (1) Given the product [C:1]([O:11][C:7]([CH3:10])([CH3:9])[CH3:8])(=[O:5])[C:2]([O:40][C:37]([CH3:39])([CH3:38])[CH2:36][O:35][C:32]1[CH:33]=[CH:34][C:29]([N:24]2[C:25](=[O:28])[C:26]3[S:27][C:19]([C:16]4[CH:17]=[CH:18][C:13]([Cl:12])=[CH:14][CH:15]=4)=[CH:20][C:21]=3[N:22]=[CH:23]2)=[CH:30][C:31]=1[O:41][CH3:42])=[O:3], predict the reactants needed to synthesize it. The reactants are: [C:1](Cl)(=[O:5])[C:2](Cl)=[O:3].[C:7]([OH:11])([CH3:10])([CH3:9])[CH3:8].[Cl:12][C:13]1[CH:18]=[CH:17][C:16]([C:19]2[S:27][C:26]3[C:25](=[O:28])[N:24]([C:29]4[CH:34]=[CH:33][C:32]([O:35][CH2:36][C:37]([OH:40])([CH3:39])[CH3:38])=[C:31]([O:41][CH3:42])[CH:30]=4)[CH:23]=[N:22][C:21]=3[CH:20]=2)=[CH:15][CH:14]=1.N1C=CC=CC=1. (2) Given the product [OH:13][CH2:12][CH2:11][CH2:10][N:7]1[CH2:8][CH2:9][N:5]([CH2:4][CH2:3][CH2:2][N:5]2[CH2:4][CH2:3][CH2:2][C@H:34]2[CH3:35])[C:6]1=[C:14]([C:17]#[N:18])[C:15]#[N:16], predict the reactants needed to synthesize it. The reactants are: Br[CH2:2][CH2:3][CH2:4][N:5]1[CH2:9][CH2:8][N:7]([CH2:10][CH2:11][CH2:12][OH:13])[C:6]1=[C:14]([C:17]#[N:18])[C:15]#[N:16].[OH-].[Na+].[I-].[Na+].C(=O)([O-])[O-].[K+].[K+].Cl.O1[CH2:35][CH2:34]OCC1. (3) Given the product [CH3:1][S:2]([C:5]1[CH:10]=[CH:9][C:8]([C:11]2[CH:12]=[CH:13][C:14]3[O:18][CH:17]([CH:19]4[CH2:20][CH2:21][N:22]([C:25]5[O:28][N:29]=[C:30]([CH2:31][CH2:32][CH3:33])[N:26]=5)[CH2:23][CH2:24]4)[CH2:16][C:15]=3[CH:27]=2)=[CH:7][CH:6]=1)(=[O:3])=[O:4], predict the reactants needed to synthesize it. The reactants are: [CH3:1][S:2]([C:5]1[CH:10]=[CH:9][C:8]([C:11]2[CH:12]=[CH:13][C:14]3[O:18][CH:17]([CH:19]4[CH2:24][CH2:23][N:22]([C:25]#[N:26])[CH2:21][CH2:20]4)[CH2:16][C:15]=3[CH:27]=2)=[CH:7][CH:6]=1)(=[O:4])=[O:3].[OH:28][NH:29][C:30](=N)[CH2:31][CH2:32][CH3:33].